Dataset: Forward reaction prediction with 1.9M reactions from USPTO patents (1976-2016). Task: Predict the product of the given reaction. (1) Given the reactants [OH:1][C:2]1[C:3]([C:12]([O:14][CH3:15])=[O:13])=[CH:4][C:5]2[C:10]([CH:11]=1)=[CH:9][CH:8]=[CH:7][CH:6]=2.C(=O)([O-])[O-].[K+].[K+].[CH2:22](Br)[CH:23]=[CH2:24].[I-].[K+], predict the reaction product. The product is: [CH2:24]([O:1][C:2]1[C:3]([C:12]([O:14][CH3:15])=[O:13])=[CH:4][C:5]2[C:10]([CH:11]=1)=[CH:9][CH:8]=[CH:7][CH:6]=2)[CH:23]=[CH2:22]. (2) Given the reactants [C:1]1(=O)[CH2:5][CH2:4][CH2:3][CH2:2]1.[NH:7]([C:9]([O:11][C:12]([CH3:15])([CH3:14])[CH3:13])=[O:10])[NH2:8], predict the reaction product. The product is: [C:1]1(=[N:8][NH:7][C:9]([O:11][C:12]([CH3:15])([CH3:14])[CH3:13])=[O:10])[CH2:5][CH2:4][CH2:3][CH2:2]1. (3) The product is: [F:39][C:37]1[CH:38]=[C:33]([CH:34]=[C:35]([CH2:40][NH:41][C:4]([C:6]2[NH:7][C:8]3[C:13]([C:14]=2[CH3:15])=[CH:12][C:11]([C:16]([F:17])([F:18])[F:19])=[CH:10][CH:9]=3)=[O:5])[CH:36]=1)[O:32][C:29]1[CH:30]=[CH:31][C:26]([CH2:25][CH2:24][C:23]([OH:43])=[O:22])=[C:27]([CH3:42])[CH:28]=1. Given the reactants C(O[C:4]([C:6]1[N:7](C)[C:8]2[C:13]([C:14]=1[CH3:15])=[CH:12][C:11]([C:16]([F:19])([F:18])[F:17])=[CH:10][CH:9]=2)=[O:5])C.C[O:22][C:23](=[O:43])[CH2:24][CH2:25][C:26]1[CH:31]=[CH:30][C:29]([O:32][C:33]2[CH:38]=[C:37]([F:39])[CH:36]=[C:35]([CH2:40][NH2:41])[CH:34]=2)=[CH:28][C:27]=1[CH3:42], predict the reaction product. (4) Given the reactants [CH2:1]([C:7]1[CH:8]=[C:9]([C:13]2[N:17]([CH3:18])[C:16]([C:19]([N:21]3[CH2:26][CH2:25][CH:24]([N:27]4[CH2:31][CH2:30][CH2:29][CH2:28]4)[CH2:23][CH2:22]3)=[O:20])=[C:15](I)[N:14]=2)[CH:10]=[CH:11][CH:12]=1)[CH2:2][CH2:3][CH2:4][CH2:5][CH3:6].[CH3:33][O:34][CH2:35][C:36]#[CH:37], predict the reaction product. The product is: [CH2:1]([C:7]1[CH:8]=[C:9]([C:13]2[N:17]([CH3:18])[C:16]([C:19]([N:21]3[CH2:26][CH2:25][CH:24]([N:27]4[CH2:31][CH2:30][CH2:29][CH2:28]4)[CH2:23][CH2:22]3)=[O:20])=[C:15]([C:37]#[C:36][CH2:35][O:34][CH3:33])[N:14]=2)[CH:10]=[CH:11][CH:12]=1)[CH2:2][CH2:3][CH2:4][CH2:5][CH3:6]. (5) Given the reactants Cl[C:2]1[C:11]([CH:12]=[O:13])=[CH:10][C:9]2[C:4](=[C:5]([CH3:14])[CH:6]=[CH:7][CH:8]=2)[N:3]=1.[S:15]1[CH:19]=[CH:18][C:17](B(O)O)=[CH:16]1.C([O-])([O-])=O.[K+].[K+], predict the reaction product. The product is: [CH3:14][C:5]1[CH:6]=[CH:7][CH:8]=[C:9]2[C:4]=1[N:3]=[C:2]([C:17]1[CH:18]=[CH:19][S:15][CH:16]=1)[C:11]([CH:12]=[O:13])=[CH:10]2.